Task: Predict the product of the given reaction.. Dataset: Forward reaction prediction with 1.9M reactions from USPTO patents (1976-2016) (1) The product is: [CH3:25][O:24][C:21]1[CH:22]=[CH:23][C:18]([CH2:17][O:12][CH2:11][CH2:10][Br:9])=[CH:19][CH:20]=1. Given the reactants FC(F)(F)S(O)(=O)=O.[Br:9][CH2:10][CH2:11][OH:12].ClC(Cl)(Cl)C(=N)O[CH2:17][C:18]1[CH:23]=[CH:22][C:21]([O:24][CH3:25])=[CH:20][CH:19]=1.C([O-])(O)=O.[Na+], predict the reaction product. (2) Given the reactants Cl[CH2:2][C:3]1[CH:8]=[CH:7][C:6]([C@@H:9]([NH:11][C:12](=[O:14])[CH3:13])[CH3:10])=[CH:5][CH:4]=1.[F:15][C:16]1[N:21]=[C:20]([N:22]2[CH2:27][CH2:26][NH:25][CH2:24][CH2:23]2)[CH:19]=[CH:18][CH:17]=1, predict the reaction product. The product is: [F:15][C:16]1[N:21]=[C:20]([N:22]2[CH2:27][CH2:26][N:25]([CH2:2][C:3]3[CH:8]=[CH:7][C:6]([C@@H:9]([NH:11][C:12](=[O:14])[CH3:13])[CH3:10])=[CH:5][CH:4]=3)[CH2:24][CH2:23]2)[CH:19]=[CH:18][CH:17]=1. (3) Given the reactants [CH:1]([C:3]1[CH:8]=[C:7]([O:9][CH3:10])[CH:6]=[CH:5][C:4]=1B(O)O)=[O:2].Cl[C:15]1[S:19][N:18]=[C:17]([CH3:20])[N:16]=1.C([O-])(=O)C.[K+], predict the reaction product. The product is: [CH3:10][O:9][C:7]1[CH:6]=[CH:5][C:4]([C:15]2[S:19][N:18]=[C:17]([CH3:20])[N:16]=2)=[C:3]([CH:8]=1)[CH:1]=[O:2]. (4) Given the reactants [Cl:1][C:2]1[CH:3]=[C:4]([N+:12]([O-])=O)[C:5]2[O:10][CH2:9][CH2:8][O:7][C:6]=2[CH:11]=1.C([O-])(O)=O.[Na+], predict the reaction product. The product is: [Cl:1][C:2]1[CH:3]=[C:4]([NH2:12])[C:5]2[O:10][CH2:9][CH2:8][O:7][C:6]=2[CH:11]=1. (5) Given the reactants C([O:5][C:6](=[O:40])[C:7]([S:10][C:11]1[S:12][CH:13]=[C:14]([CH2:16][CH2:17][N:18]([C:32]2[N:37]=[CH:36][C:35]([CH2:38][CH3:39])=[CH:34][N:33]=2)[CH2:19][C:20]2[CH:21]=[N:22][C:23]([C:26]3[CH:31]=[CH:30][CH:29]=[CH:28][CH:27]=3)=[CH:24][CH:25]=2)[N:15]=1)([CH3:9])[CH3:8])(C)(C)C.FC(F)(F)C(O)=O.[Cl:48]CCl, predict the reaction product. The product is: [ClH:48].[CH2:38]([C:35]1[CH:36]=[N:37][C:32]([N:18]([CH2:19][C:20]2[CH:21]=[N:22][C:23]([C:26]3[CH:31]=[CH:30][CH:29]=[CH:28][CH:27]=3)=[CH:24][CH:25]=2)[CH2:17][CH2:16][C:14]2[N:15]=[C:11]([S:10][C:7]([CH3:9])([CH3:8])[C:6]([OH:40])=[O:5])[S:12][CH:13]=2)=[N:33][CH:34]=1)[CH3:39]. (6) Given the reactants [CH2:1]([O:3][C:4]1[C:28]([C:29]([F:32])([F:31])[F:30])=[CH:27][C:7]2[NH:8][C:9](=[O:26])[CH2:10][C:11]([C:13]3[CH:18]=[CH:17][CH:16]=[C:15]([N:19]4[C:23]([CH2:24]O)=[CH:22][N:21]=[N:20]4)[CH:14]=3)=[N:12][C:6]=2[CH:5]=1)[CH3:2].O=S(Cl)Cl.[F:37][C:38]([F:42])([F:41])[CH2:39][NH2:40], predict the reaction product. The product is: [CH2:1]([O:3][C:4]1[C:28]([C:29]([F:31])([F:32])[F:30])=[CH:27][C:7]2[NH:8][C:9](=[O:26])[CH2:10][C:11]([C:13]3[CH:18]=[CH:17][CH:16]=[C:15]([N:19]4[C:23]([CH2:24][NH:40][CH2:39][C:38]([F:42])([F:41])[F:37])=[CH:22][N:21]=[N:20]4)[CH:14]=3)=[N:12][C:6]=2[CH:5]=1)[CH3:2].